Dataset: Reaction yield outcomes from USPTO patents with 853,638 reactions. Task: Predict the reaction yield, written as a fraction of the theoretical maximum amount of product (1.0 means a 100% yield; for example, 0.34 means a 34% yield). (1) The reactants are Br[C:2]1[CH:3]=[C:4]([N:11]2[CH2:16][CH2:15][N:14]([CH3:17])[CH2:13][CH2:12]2)[CH:5]=[CH:6][C:7]=1[N+:8]([O-:10])=[O:9].CC1(C)C(C)(C)OB([C:26]2[S:27][CH:28]=[CH:29][C:30]=2[CH3:31])O1.C1(C)C=CC=CC=1.C([O-])([O-])=O.[Na+].[Na+]. The catalyst is C1C=CC([P]([Pd]([P](C2C=CC=CC=2)(C2C=CC=CC=2)C2C=CC=CC=2)([P](C2C=CC=CC=2)(C2C=CC=CC=2)C2C=CC=CC=2)[P](C2C=CC=CC=2)(C2C=CC=CC=2)C2C=CC=CC=2)(C2C=CC=CC=2)C2C=CC=CC=2)=CC=1.CCOC(C)=O.C(O)C. The product is [CH3:17][N:14]1[CH2:15][CH2:16][N:11]([C:4]2[CH:5]=[CH:6][C:7]([N+:8]([O-:10])=[O:9])=[C:2]([C:26]3[S:27][CH:28]=[CH:29][C:30]=3[CH3:31])[CH:3]=2)[CH2:12][CH2:13]1. The yield is 0.630. (2) The reactants are C([O:5][C:6]([NH:8][CH2:9][C:10]1[O:14][N:13]=[C:12]([C@@H:15]2[CH2:19][C:18](=[N:20][O:21][CH3:22])[CH2:17][N:16]2[C:23]([C:25]2[CH:30]=[CH:29][C:28]([C:31]3[CH:36]=[CH:35][CH:34]=[CH:33][CH:32]=3)=[CH:27][CH:26]=2)=[O:24])[N:11]=1)=O)(C)(C)C.C(O)(C(F)(F)F)=O.C(Cl)Cl.C(=O)([O-])[O-].[Na+].[Na+].[N:53]1([CH2:59][CH2:60]C(O)=O)[CH2:58][CH2:57][CH2:56][CH2:55][CH2:54]1.C(Cl)CCl. The catalyst is CN(C1C=CN=CC=1)C. The product is [C:28]1([C:31]2[CH:32]=[CH:33][CH:34]=[CH:35][CH:36]=2)[CH:27]=[CH:26][C:25]([C:23]([N:16]2[CH2:17][C:18](=[N:20][O:21][CH3:22])[CH2:19][C@H:15]2[C:12]2[N:11]=[C:10]([CH2:9][NH:8][C:6](=[O:5])[CH2:60][CH2:59][N:53]3[CH2:58][CH2:57][CH2:56][CH2:55][CH2:54]3)[O:14][N:13]=2)=[O:24])=[CH:30][CH:29]=1. The yield is 0.500. (3) The reactants are [Cl:1][C:2]1[CH:3]=[CH:4][C:5]([S:9][CH2:10][C:11]2[CH:15]=[C:14]([N+:16]([O-:18])=[O:17])[NH:13][N:12]=2)=[C:6]([CH:8]=1)[NH2:7].[O:19]1[C:23]2[CH:24]=[CH:25][CH:26]=[CH:27][C:22]=2[CH:21]=[C:20]1[S:28](Cl)(=[O:30])=[O:29]. The catalyst is N1C=CC=CC=1. The product is [Cl:1][C:2]1[CH:3]=[CH:4][C:5]([S:9][CH2:10][C:11]2[CH:15]=[C:14]([N+:16]([O-:18])=[O:17])[NH:13][N:12]=2)=[C:6]([NH:7][S:28]([C:20]2[O:19][C:23]3[CH:24]=[CH:25][CH:26]=[CH:27][C:22]=3[CH:21]=2)(=[O:29])=[O:30])[CH:8]=1. The yield is 0.710.